Dataset: Reaction yield outcomes from USPTO patents with 853,638 reactions. Task: Predict the reaction yield, written as a fraction of the theoretical maximum amount of product (1.0 means a 100% yield; for example, 0.34 means a 34% yield). (1) The product is [NH2:29][C:11]1[CH:12]=[CH:13][C:14]([S:15]([NH:16][C:17]2[CH:18]=[CH:19][C:20]3[CH2:24][O:23][B:22]([OH:25])[C:21]=3[CH:26]=2)(=[O:27])=[O:28])=[C:9]([CH2:8][C:6]2[O:7][C:3]([CH2:1][CH3:2])=[N:4][N:5]=2)[CH:10]=1. The yield is 0.640. The catalyst is [NH4+].CO. The reactants are [CH2:1]([C:3]1[O:7][C:6]([CH2:8][C:9]2[CH:10]=[C:11]([NH:29]C(=O)C(F)(F)F)[CH:12]=[CH:13][C:14]=2[S:15](=[O:28])(=[O:27])[NH:16][C:17]2[CH:18]=[CH:19][C:20]3[CH2:24][O:23][B:22]([OH:25])[C:21]=3[CH:26]=2)=[N:5][N:4]=1)[CH3:2]. (2) The reactants are Br[C:2]1[C:10]2[O:9][C:8]([C:11]3[CH:16]=[CH:15][C:14]([O:17][CH3:18])=[CH:13][CH:12]=3)=[N:7][C:6]=2[CH:5]=[C:4]([O:19][CH3:20])[CH:3]=1.C([Sn](CCCC)(CCCC)[C:26]1[O:27][CH:28]=[CH:29][CH:30]=1)CCC. The catalyst is CC1C=CC(C)=CC=1.[Cl-].[NH4+].CC1C=CC=CC=1[P](C1C=CC=CC=1C)([Pd](Cl)(Cl)[P](C1=C(C)C=CC=C1)(C1C=CC=CC=1C)C1C=CC=CC=1C)C1C=CC=CC=1C. The product is [O:27]1[CH:28]=[CH:29][CH:30]=[C:26]1[C:2]1[C:10]2[O:9][C:8]([C:11]3[CH:16]=[CH:15][C:14]([O:17][CH3:18])=[CH:13][CH:12]=3)=[N:7][C:6]=2[CH:5]=[C:4]([O:19][CH3:20])[CH:3]=1. The yield is 0.990.